From a dataset of Full USPTO retrosynthesis dataset with 1.9M reactions from patents (1976-2016). Predict the reactants needed to synthesize the given product. (1) The reactants are: [Cl:1][C:2]1[CH:7]=[CH:6][C:5]([S:8]([NH:11][C@H:12]([C:15]2[CH:20]=[CH:19][CH:18]=[CH:17][CH:16]=2)[CH2:13][OH:14])(=[O:10])=[O:9])=[CH:4][CH:3]=1.[C:21](OC(=O)C)(=[O:23])[CH3:22]. Given the product [C:21]([O:14][CH2:13][C@H:12]([NH:11][S:8]([C:5]1[CH:6]=[CH:7][C:2]([Cl:1])=[CH:3][CH:4]=1)(=[O:9])=[O:10])[C:15]1[CH:16]=[CH:17][CH:18]=[CH:19][CH:20]=1)(=[O:23])[CH3:22], predict the reactants needed to synthesize it. (2) Given the product [CH2:39]([C:46]1[S:50][C:49]([NH:51][C:14](=[O:16])[CH2:13][CH2:12][C:11]([C:5]2[CH:6]=[CH:7][C:8]([O:9][CH3:10])=[C:3]([O:2][CH3:1])[CH:4]=2)=[O:17])=[N:48][C:47]=1[C:52]1[CH:57]=[CH:56][CH:55]=[CH:54][CH:53]=1)[C:40]1[CH:41]=[CH:42][CH:43]=[CH:44][CH:45]=1, predict the reactants needed to synthesize it. The reactants are: [CH3:1][O:2][C:3]1[CH:4]=[C:5]([C:11](=[O:17])[CH2:12][CH2:13][C:14]([OH:16])=O)[CH:6]=[CH:7][C:8]=1[O:9][CH3:10].CCN=C=NCCCN(C)C.C1C=CC2N(O)N=NC=2C=1.[CH2:39]([C:46]1[S:50][C:49]([NH2:51])=[N:48][C:47]=1[C:52]1[CH:57]=[CH:56][CH:55]=[CH:54][CH:53]=1)[C:40]1[CH:45]=[CH:44][CH:43]=[CH:42][CH:41]=1. (3) Given the product [CH3:3][CH:4]1[CH2:9][CH2:8][N:7]([C:10]2[C:15]([N+:16]([O-:18])=[O:17])=[CH:14][CH:13]=[C:12]([N:19]3[CH2:24][CH2:23][N:22]([CH2:33][C:34]([N:36]4[CH2:41][CH2:40][O:39][CH2:38][CH2:37]4)=[O:35])[CH2:21][CH2:20]3)[N:11]=2)[CH2:6][CH2:5]1, predict the reactants needed to synthesize it. The reactants are: Br.Br.[CH3:3][CH:4]1[CH2:9][CH2:8][N:7]([C:10]2[C:15]([N+:16]([O-:18])=[O:17])=[CH:14][CH:13]=[C:12]([N:19]3[CH2:24][CH2:23][NH:22][CH2:21][CH2:20]3)[N:11]=2)[CH2:6][CH2:5]1.CCN(CC)CC.Cl[CH2:33][C:34]([N:36]1[CH2:41][CH2:40][O:39][CH2:38][CH2:37]1)=[O:35]. (4) Given the product [CH3:16][O:11][C:9]1[CH:8]=[CH:7][C:6]2[O:1][CH2:2][CH2:3][O:4][C:5]=2[CH:10]=1, predict the reactants needed to synthesize it. The reactants are: [O:1]1[C:6]2[CH:7]=[CH:8][C:9]([OH:11])=[CH:10][C:5]=2[O:4][CH2:3][CH2:2]1.S(OC)(O[CH3:16])(=O)=O.C(=O)([O-])[O-].[K+].[K+]. (5) Given the product [CH3:17][C:15]1[NH:14][C:13]([CH:18]=[C:3]2[C:4]3[C:9](=[CH:8][CH:7]=[CH:6][CH:5]=3)[NH:1][C:2]2=[O:10])=[C:12]([CH3:11])[CH:16]=1, predict the reactants needed to synthesize it. The reactants are: [NH:1]1[C:9]2[C:4](=[CH:5][CH:6]=[CH:7][CH:8]=2)[CH2:3][C:2]1=[O:10].[CH3:11][C:12]1[CH:16]=[C:15]([CH3:17])[NH:14][C:13]=1[CH:18]=O. (6) The reactants are: [O:1]1[CH:5]2[O:6][CH2:7][CH2:8][CH:4]2[CH2:3][CH2:2]1.C(Cl)Cl.[H-].[Al+3].[Li+].[H-].[H-].[H-].[OH-:18].[Na+]. Given the product [O:1]1[CH:5]2[O:6][CH2:7][CH2:8][CH:4]2[CH:3]([OH:18])[CH2:2]1, predict the reactants needed to synthesize it.